This data is from Reaction yield outcomes from USPTO patents with 853,638 reactions. The task is: Predict the reaction yield, written as a fraction of the theoretical maximum amount of product (1.0 means a 100% yield; for example, 0.34 means a 34% yield). (1) The reactants are [CH3:1][NH:2][CH2:3][C:4]([N:6]1[CH2:11][CH2:10][N:9]([C:12]2[N:19]=[CH:18][CH:17]=[CH:16][C:13]=2[C:14]#[N:15])[CH2:8][CH2:7]1)=[O:5].[Br:20][C:21]1[CH:26]=[CH:25][C:24](B(O)O)=[CH:23][CH:22]=1.C(N(CC)CC)C. The catalyst is C([O-])(=O)C.[Cu+2].C([O-])(=O)C.O1CCCC1. The product is [Br:20][C:21]1[CH:26]=[CH:25][C:24]([N:2]([CH3:1])[CH2:3][C:4]([N:6]2[CH2:7][CH2:8][N:9]([C:12]3[N:19]=[CH:18][CH:17]=[CH:16][C:13]=3[C:14]#[N:15])[CH2:10][CH2:11]2)=[O:5])=[CH:23][CH:22]=1. The yield is 0.230. (2) The reactants are C([O:3][C:4]([C:6]1[CH:10]=[C:9]([C:11]2[CH:16]=[CH:15][CH:14]=[CH:13][CH:12]=2)[N:8]([C:17]2[CH:22]=[CH:21][C:20]([S:23](=[O:26])(=[O:25])[NH2:24])=[CH:19][CH:18]=2)[N:7]=1)=[O:5])C.[Li+].[OH-].O. The catalyst is C1COCC1. The product is [C:11]1([C:9]2[N:8]([C:17]3[CH:18]=[CH:19][C:20]([S:23](=[O:26])(=[O:25])[NH2:24])=[CH:21][CH:22]=3)[N:7]=[C:6]([C:4]([OH:5])=[O:3])[CH:10]=2)[CH:12]=[CH:13][CH:14]=[CH:15][CH:16]=1. The yield is 0.960.